This data is from Full USPTO retrosynthesis dataset with 1.9M reactions from patents (1976-2016). The task is: Predict the reactants needed to synthesize the given product. (1) Given the product [Br-:1].[C:10]([CH2:9][C:6]1[CH:7]=[CH:8][C:3]([CH2:2][P+:19]([C:20]2[CH:21]=[CH:22][CH:23]=[CH:24][CH:25]=2)([C:26]2[CH:31]=[CH:30][CH:29]=[CH:28][CH:27]=2)[C:13]2[CH:14]=[CH:15][CH:16]=[CH:17][CH:18]=2)=[CH:4][CH:5]=1)([OH:12])=[O:11], predict the reactants needed to synthesize it. The reactants are: [Br:1][CH2:2][C:3]1[CH:8]=[CH:7][C:6]([CH2:9][C:10]([OH:12])=[O:11])=[CH:5][CH:4]=1.[C:13]1([P:19]([C:26]2[CH:31]=[CH:30][CH:29]=[CH:28][CH:27]=2)[C:20]2[CH:25]=[CH:24][CH:23]=[CH:22][CH:21]=2)[CH:18]=[CH:17][CH:16]=[CH:15][CH:14]=1. (2) Given the product [C:20]([O:19][C:17]([N:14]1[CH2:15][CH2:16][C@H:12]([S:9]([C:3]2[CH:4]=[CH:5][C:6]([N:29]3[CH2:28][CH2:27][N:26]4[CH2:30][CH2:31][CH2:32][C@H:25]4[CH2:24]3)=[CH:7][C:2]=2[Cl:1])(=[O:11])=[O:10])[CH2:13]1)=[O:18])([CH3:23])([CH3:22])[CH3:21], predict the reactants needed to synthesize it. The reactants are: [Cl:1][C:2]1[CH:7]=[C:6](F)[CH:5]=[CH:4][C:3]=1[S:9]([C@H:12]1[CH2:16][CH2:15][N:14]([C:17]([O:19][C:20]([CH3:23])([CH3:22])[CH3:21])=[O:18])[CH2:13]1)(=[O:11])=[O:10].[CH2:24]1[NH:29][CH2:28][CH2:27][N:26]2[CH2:30][CH2:31][CH2:32][C@@H:25]12.CCN(C(C)C)C(C)C.